Dataset: Catalyst prediction with 721,799 reactions and 888 catalyst types from USPTO. Task: Predict which catalyst facilitates the given reaction. (1) Reactant: Br[CH2:2][C:3]1[CH:12]=[C:11]([N+:13]([O-:15])=[O:14])[C:10]([O:16][CH3:17])=[CH:9][C:4]=1[C:5](OC)=[O:6].C[CH2:19][N:20](CC)CC.CN.CCO.Cl. Product: [CH3:17][O:16][C:10]1[CH:9]=[C:4]2[C:3]([CH2:2][N:20]([CH3:19])[C:5]2=[O:6])=[CH:12][C:11]=1[N+:13]([O-:15])=[O:14]. The catalyst class is: 191. (2) Reactant: C(OC([N:8]1[CH2:13][CH2:12][CH:11]([NH:14][CH2:15][C:16]2[CH:21]=[CH:20][C:19]([CH3:22])=[C:18]([F:23])[CH:17]=2)[CH2:10][CH2:9]1)=O)(C)(C)C.Cl. Product: [F:23][C:18]1[CH:17]=[C:16]([CH:21]=[CH:20][C:19]=1[CH3:22])[CH2:15][NH:14][CH:11]1[CH2:12][CH2:13][NH:8][CH2:9][CH2:10]1. The catalyst class is: 135. (3) Reactant: [N:1]1([C:8]2[C:13]([CH:14]([CH2:19][CH2:20][CH3:21])[C:15]([O:17]C)=[O:16])=[C:12]([CH3:22])[N:11]=[C:10]([C:23]3[CH:28]=[CH:27][CH:26]=[CH:25][CH:24]=3)[N:9]=2)[CH2:7][CH2:6][CH2:5][CH2:4][CH2:3][CH2:2]1.[OH-].[Na+]. Product: [N:1]1([C:8]2[C:13]([CH:14]([CH2:19][CH2:20][CH3:21])[C:15]([OH:17])=[O:16])=[C:12]([CH3:22])[N:11]=[C:10]([C:23]3[CH:24]=[CH:25][CH:26]=[CH:27][CH:28]=3)[N:9]=2)[CH2:7][CH2:6][CH2:5][CH2:4][CH2:3][CH2:2]1. The catalyst class is: 5. (4) Reactant: [CH3:1][C:2]([NH:5][C:6]([C@H:8]1[N:17]([CH2:18][C@@H:19]([OH:49])[C@@H:20]([NH:28][C:29]([C@@H:31]([NH:36][C:37]([C:39]2[CH:40]=[CH:41][C:42]3[CH:43]=[CH:44][CH:45]=[CH:46][C:47]=3[N:48]=2)=[O:38])[CH2:32][C:33]([NH2:35])=[O:34])=[O:30])[CH2:21][C:22]2[CH:23]=[CH:24][CH:25]=[CH:26][CH:27]=2)[CH2:16][C@@H:15]2[C@@H:10]([CH2:11][CH2:12][CH2:13][CH2:14]2)[CH2:9]1)=[O:7])([CH3:4])[CH3:3].CS(O)(=O)=O.ClCCl.[OH-].[Na+]. Product: [CH3:4][C:2]([NH:5][C:6]([C@H:8]1[N:17]([CH2:18][C@@H:19]([OH:49])[C@@H:20]([NH:28][C:29]([C@@H:31]([NH:36][C:37]([C:39]2[CH:40]=[CH:41][C:42]3[CH:43]=[CH:44][CH:45]=[CH:46][C:47]=3[N:48]=2)=[O:38])[CH2:32][C:33]([NH2:35])=[O:34])=[O:30])[CH2:21][C:22]2[CH:27]=[CH:26][CH:25]=[CH:24][CH:23]=2)[CH2:16][C@@H:15]2[C@@H:10]([CH2:11][CH2:12][CH2:13][CH2:14]2)[CH2:9]1)=[O:7])([CH3:1])[CH3:3]. The catalyst class is: 6. (5) Reactant: [Br:1][C:2]1[CH:11]=[C:10]2[C:5]([C:6](=O)[CH:7]=[C:8]([C:12]3[N:13]=[CH:14][C:15]4[C:20]([CH:21]=3)=[CH:19][CH:18]=[CH:17][CH:16]=4)[O:9]2)=[CH:4][C:3]=1[CH3:23].Cl.[C:25]([O:29][NH2:30])([CH3:28])([CH3:27])[CH3:26]. Product: [C:25]([O:29][N:30]=[C:6]1[C:5]2[C:10](=[CH:11][C:2]([Br:1])=[C:3]([CH3:23])[CH:4]=2)[O:9][C:8]([C:12]2[N:13]=[CH:14][C:15]3[C:20]([CH:21]=2)=[CH:19][CH:18]=[CH:17][CH:16]=3)=[CH:7]1)([CH3:28])([CH3:27])[CH3:26].[C:25]([O:29][N:30]=[C:6]1[C:5]2[C:10](=[CH:11][C:2]([Br:1])=[CH:3][CH:4]=2)[O:9][C:8]([C:12]2[N:13]=[CH:14][C:15]3[C:20]([CH:21]=2)=[CH:19][CH:18]=[CH:17][CH:16]=3)=[CH:7]1)([CH3:28])([CH3:27])[CH3:26]. The catalyst class is: 5. (6) Reactant: [F:1][C:2]1[CH:3]=[CH:4][C:5]([NH:8][C:9](=[O:14])[C:10]([CH3:13])([CH3:12])[CH3:11])=[N:6][CH:7]=1.C(C1C=CC(S([N:36]=[N+:37]=[N-:38])(=O)=O)=CC=1)CCCCCCCCCCC.[NH4+].[Cl-]. Product: [N:36]([C:4]1[C:5]([NH:8][C:9](=[O:14])[C:10]([CH3:11])([CH3:13])[CH3:12])=[N:6][CH:7]=[C:2]([F:1])[CH:3]=1)=[N+:37]=[N-:38]. The catalyst class is: 7.